From a dataset of Human liver microsome stability data. Regression/Classification. Given a drug SMILES string, predict its absorption, distribution, metabolism, or excretion properties. Task type varies by dataset: regression for continuous measurements (e.g., permeability, clearance, half-life) or binary classification for categorical outcomes (e.g., BBB penetration, CYP inhibition). Dataset: hlm. (1) The molecule is CS(=O)(=O)Nc1ccc2c(c1)S(=O)(=O)NC(C1=C(O)C3(CCC3)CN(Cc3ccc(F)cc3)C1=O)=N2. The result is 0 (unstable in human liver microsomes). (2) The compound is NC(=O)c1ccc(-c2cn3c(-c4ccc(O)cc4)cnc3cn2)cc1. The result is 0 (unstable in human liver microsomes). (3) The drug is O=C(NOCCO)c1c(Nc2ccc(I)cc2F)c(F)c(=O)n2c1CCCC2. The result is 0 (unstable in human liver microsomes).